From a dataset of Reaction yield outcomes from USPTO patents with 853,638 reactions. Predict the reaction yield, written as a fraction of the theoretical maximum amount of product (1.0 means a 100% yield; for example, 0.34 means a 34% yield). (1) The reactants are [C:1]([C:3]1[CH:4]=[C:5]([CH:30]=[CH:31][CH:32]=1)[C:6]([NH:8][C:9]1[N:10]=[N:11][C:12]([N:15]2[C:19]([C:20]([F:23])([F:22])[F:21])=[CH:18][C:17]([C:24]3[CH:25]=[N:26][CH:27]=[CH:28][CH:29]=3)=[N:16]2)=[CH:13][CH:14]=1)=[O:7])#[N:2].[N:33]([Si](C)(C)C)=[N+:34]=[N-:35].C([Sn](=O)CCCC)CCC.O. The catalyst is CN(C)C=O. The product is [N:26]1[CH:27]=[CH:28][CH:29]=[C:24]([C:17]2[CH:18]=[C:19]([C:20]([F:21])([F:23])[F:22])[N:15]([C:12]3[N:11]=[N:10][C:9]([NH:8][C:6](=[O:7])[C:5]4[CH:30]=[CH:31][CH:32]=[C:3]([C:1]5[NH:35][N:34]=[N:33][N:2]=5)[CH:4]=4)=[CH:14][CH:13]=3)[N:16]=2)[CH:25]=1. The yield is 0.420. (2) The reactants are [CH3:1][O:2][C:3]1[CH:4]=[C:5]2[C:10](=[CH:11][C:12]=1[O:13][CH3:14])[N:9]=[CH:8][CH:7]=[C:6]2[O:15][C:16]1[C:22]([CH3:23])=[CH:21][C:19]([NH2:20])=[C:18]([CH3:24])[CH:17]=1.C1(C)C=CC=CC=1.C(N(CC)CC)C.Cl[C:40](Cl)([O:42]C(=O)OC(Cl)(Cl)Cl)Cl.[CH3:51][O:52][C:53]1[CH:61]=[CH:60][C:56]([CH:57]([OH:59])[CH3:58])=[CH:55][CH:54]=1. The catalyst is C(Cl)Cl. The product is [CH3:1][O:2][C:3]1[CH:4]=[C:5]2[C:10](=[CH:11][C:12]=1[O:13][CH3:14])[N:9]=[CH:8][CH:7]=[C:6]2[O:15][C:16]1[C:22]([CH3:23])=[CH:21][C:19]([NH:20][C:40](=[O:42])[O:59][CH:57]([C:56]2[CH:60]=[CH:61][C:53]([O:52][CH3:51])=[CH:54][CH:55]=2)[CH3:58])=[C:18]([CH3:24])[CH:17]=1. The yield is 0.600. (3) The reactants are C[O:2][C:3](=[O:51])[CH2:4][C@H:5]([OH:50])[CH2:6][C@H:7]([OH:49])[CH:8]=[CH:9][C:10]1[N:11]([CH:46]([CH3:48])[CH3:47])[C:12]([C:29](=[O:45])[NH:30][C:31]2[CH:36]=[CH:35][CH:34]=[CH:33][C:32]=2[O:37][CH2:38][C:39]2[CH:44]=[CH:43][CH:42]=[CH:41][CH:40]=2)=[C:13]([C:22]2[CH:27]=[CH:26][C:25]([F:28])=[CH:24][CH:23]=2)[C:14]=1[C:15]1[CH:20]=[CH:19][C:18]([F:21])=[CH:17][CH:16]=1.C(O)C.O.[OH-].[Na+:57]. The catalyst is CO.C(Cl)Cl. The product is [Na+:57].[CH2:38]([O:37][C:32]1[CH:33]=[CH:34][CH:35]=[CH:36][C:31]=1[NH:30][C:29]([C:12]1[N:11]([CH:46]([CH3:48])[CH3:47])[C:10]([CH:9]=[CH:8][C@@H:7]([OH:49])[CH2:6][C@@H:5]([OH:50])[CH2:4][C:3]([O-:51])=[O:2])=[C:14]([C:15]2[CH:20]=[CH:19][C:18]([F:21])=[CH:17][CH:16]=2)[C:13]=1[C:22]1[CH:23]=[CH:24][C:25]([F:28])=[CH:26][CH:27]=1)=[O:45])[C:39]1[CH:44]=[CH:43][CH:42]=[CH:41][CH:40]=1. The yield is 0.990. (4) The reactants are [C:1]([C:4]1[CH:11]=[CH:10][C:7]([CH:8]=[O:9])=[CH:6][CH:5]=1)(O)=[O:2].O.[NH2:13][C:14]1[NH:18][N:17]=[N:16][N:15]=1. The catalyst is CN(C=O)C. The product is [CH:8]([C:7]1[CH:10]=[CH:11][C:4]([C:1]([NH:13][C:14]2[N:15]=[N:16][NH:17][N:18]=2)=[O:2])=[CH:5][CH:6]=1)=[O:9]. The yield is 0.800. (5) The reactants are [CH:1]1([C:4]2[C:9]([C:10](OC)=[O:11])=[CH:8][N:7]=[C:6]([N:14]3[CH2:19][CH2:18][N:17]4[C:20]5[CH:26]=[C:25]([S:27]([CH3:30])(=[O:29])=[O:28])[C:24]([C:31](OC)=[O:32])=[CH:23][C:21]=5[N:22]=[C:16]4[C@H:15]3[CH:35]([CH3:37])[CH3:36])[N:5]=2)[CH2:3][CH2:2]1.CC(C[AlH]CC(C)C)C.[NH4+].[Cl-]. The catalyst is C(Cl)Cl.C1(C)C=CC=CC=1. The product is [CH:1]1([C:4]2[C:9]([CH2:10][OH:11])=[CH:8][N:7]=[C:6]([N:14]3[CH2:19][CH2:18][N:17]4[C:20]5[CH:26]=[C:25]([S:27]([CH3:30])(=[O:29])=[O:28])[C:24]([CH2:31][OH:32])=[CH:23][C:21]=5[N:22]=[C:16]4[C@H:15]3[CH:35]([CH3:37])[CH3:36])[N:5]=2)[CH2:2][CH2:3]1.[CH:1]1([C:4]2[C:9]([CH2:10][OH:11])=[CH:8][N:7]=[C:6]([N:14]3[CH2:19][CH2:18][N:17]4[C:20]5[CH:26]=[C:25]([S:27]([CH3:30])(=[O:29])=[O:28])[C:24]([CH2:31][OH:32])=[CH:23][C:21]=5[N:22]=[C:16]4[C@@H:15]3[CH:35]([CH3:37])[CH3:36])[N:5]=2)[CH2:2][CH2:3]1. The yield is 0.245. (6) The product is [F:2][C:3]1[CH:8]=[CH:7][C:6]([F:9])=[CH:5][C:4]=1[C@@H:10]1[N:14]([C:27]2[CH:32]=[CH:31][N:30]3[N:33]=[CH:34][C:35]([C:36]([O:38][CH2:39][CH3:40])=[O:37])=[C:29]3[N:28]=2)[C:13]([CH3:16])([CH3:15])[CH2:12][CH2:11]1. The catalyst is C(O)(C)C. The yield is 0.280. The reactants are Cl.[F:2][C:3]1[CH:8]=[CH:7][C:6]([F:9])=[CH:5][C:4]=1[C@@H:10]1[NH:14][C:13]([CH3:16])([CH3:15])[CH2:12][CH2:11]1.C(N(C(C)C)CC)(C)C.Cl[C:27]1[CH:32]=[CH:31][N:30]2[N:33]=[CH:34][C:35]([C:36]([O:38][CH2:39][CH3:40])=[O:37])=[C:29]2[N:28]=1. (7) The reactants are C([Li])CCC.Br[C:7]1[CH:12]=[CH:11][CH:10]=[CH:9][C:8]=1[S:13][CH:14]1[CH2:17][CH2:16][CH2:15]1.CN([CH:21]=[O:22])C.O. The catalyst is C1COCC1. The product is [CH:14]1([S:13][C:8]2[CH:9]=[CH:10][CH:11]=[CH:12][C:7]=2[CH:21]=[O:22])[CH2:17][CH2:16][CH2:15]1. The yield is 0.480.